From a dataset of Full USPTO retrosynthesis dataset with 1.9M reactions from patents (1976-2016). Predict the reactants needed to synthesize the given product. (1) Given the product [NH2:11][CH2:10][C@H:9]([CH2:22][C:23]1[CH:28]=[CH:27][C:26]([F:29])=[C:25]([F:30])[CH:24]=1)[C:8]([NH:7][C:5]1[S:6][C:2]([Cl:1])=[C:3]([C:32]2[N:36]([CH3:37])[N:35]=[CH:34][C:33]=2[Cl:38])[CH:4]=1)=[O:31], predict the reactants needed to synthesize it. The reactants are: [Cl:1][C:2]1[S:6][C:5]([NH:7][C:8](=[O:31])[C@@H:9]([CH2:22][C:23]2[CH:28]=[CH:27][C:26]([F:29])=[C:25]([F:30])[CH:24]=2)[CH2:10][NH:11]C(=O)OCC2C=CC=CC=2)=[CH:4][C:3]=1[C:32]1[N:36]([CH3:37])[N:35]=[CH:34][C:33]=1[Cl:38]. (2) Given the product [NH2:20][CH2:23][C@@H:24]([C@H:26]1[O:30][C:29](=[O:31])[C:28]([O:32][CH2:33][C:34]2[CH:39]=[CH:38][CH:37]=[CH:36][CH:35]=2)=[C:27]1[O:40][CH2:41][C:42]1[CH:47]=[CH:46][CH:45]=[CH:44][CH:43]=1)[OH:25], predict the reactants needed to synthesize it. The reactants are: C1(P(C2C=CC=CC=2)C2C=CC=CC=2)C=CC=CC=1.[N:20]([CH2:23][C@@H:24]([C@H:26]1[O:30][C:29](=[O:31])[C:28]([O:32][CH2:33][C:34]2[CH:39]=[CH:38][CH:37]=[CH:36][CH:35]=2)=[C:27]1[O:40][CH2:41][C:42]1[CH:47]=[CH:46][CH:45]=[CH:44][CH:43]=1)[OH:25])=[N+]=[N-].O.